From a dataset of Forward reaction prediction with 1.9M reactions from USPTO patents (1976-2016). Predict the product of the given reaction. (1) The product is: [Br:18][C:12]1[S:11][C:10]([C:13]([O:15][CH2:16][CH3:17])=[O:14])=[CH:9][C:8]=1[C:4]1[CH:5]=[CH:6][CH:7]=[C:2]([Cl:1])[CH:3]=1. Given the reactants [Cl:1][C:2]1[CH:3]=[C:4]([C:8]2[CH:9]=[C:10]([C:13]([O:15][CH2:16][CH3:17])=[O:14])[S:11][CH:12]=2)[CH:5]=[CH:6][CH:7]=1.[Br:18]Br.O, predict the reaction product. (2) Given the reactants Cl[C:2]1[C:11]2[C:6](=[CH:7][C:8]([O:14][CH3:15])=[C:9]([O:12][CH3:13])[CH:10]=2)[N:5]=[CH:4][CH:3]=1.[CH2:16]([CH:23]1[CH2:28][CH2:27][CH2:26][N:25]([C:29]([C:31]2[CH:36]=[CH:35][C:34]([OH:37])=[C:33]([F:38])[CH:32]=2)=[O:30])[CH2:24]1)[C:17]1[CH:22]=[CH:21][CH:20]=[CH:19][CH:18]=1, predict the reaction product. The product is: [CH2:16]([CH:23]1[CH2:28][CH2:27][CH2:26][N:25]([C:29]([C:31]2[CH:36]=[CH:35][C:34]([O:37][C:2]3[C:11]4[C:6](=[CH:7][C:8]([O:14][CH3:15])=[C:9]([O:12][CH3:13])[CH:10]=4)[N:5]=[CH:4][CH:3]=3)=[C:33]([F:38])[CH:32]=2)=[O:30])[CH2:24]1)[C:17]1[CH:22]=[CH:21][CH:20]=[CH:19][CH:18]=1. (3) The product is: [OH:35][C@@:27]1([C:43]([OH:44])=[O:40])[C@:26]2([CH3:36])[C@H:4]([C@H:5]3[C@H:23]([C@@H:24]([OH:37])[CH2:25]2)[C@@:22]2([CH3:38])[CH2:21][C:11]4[CH:12]=[N:13][N:14]([C:15]5[CH:20]=[CH:19][CH:18]=[CH:17][CH:16]=5)[C:10]=4[CH:9]=[C:8]2[C:7]([CH3:39])=[CH:6]3)[CH2:3][C@H:2]1[CH3:1]. Given the reactants [CH3:1][C@H:2]1[C@:27]([OH:35])(C(COC(C)=O)=O)[C@:26]2([CH3:36])[C@H:4]([C@H:5]3[C@H:23]([C@@H:24]([OH:37])[CH2:25]2)[C@:22]2([CH3:38])[C:8](=[CH:9][C:10]4[N:14]([C:15]5[CH:16]=[CH:17][CH:18]=[CH:19][CH:20]=5)[N:13]=[CH:12][C:11]=4[CH2:21]2)[C:7]([CH3:39])=[CH:6]3)[CH2:3]1.[OH-:40].[Na+].Cl.[CH3:43][OH:44], predict the reaction product. (4) Given the reactants P([O:13][CH2:14][CH2:15][N:16]([CH2:18][CH2:19][CH2:20][CH2:21][O:22][C:23]1[CH:32]=[C:31]2[C:26]([C:27]([NH:33][C:34]3[CH:38]=[C:37]([CH2:39][C:40]([NH:42][C:43]4[CH:48]=[CH:47][CH:46]=[C:45]([F:49])[C:44]=4[F:50])=[O:41])[NH:36][N:35]=3)=[N:28][CH:29]=[N:30]2)=[CH:25][CH:24]=1)[CH3:17])(OC(C)(C)C)(OC(C)(C)C)=O.CNCCO, predict the reaction product. The product is: [F:50][C:44]1[C:45]([F:49])=[CH:46][CH:47]=[CH:48][C:43]=1[NH:42][C:40](=[O:41])[CH2:39][C:37]1[NH:36][N:35]=[C:34]([NH:33][C:27]2[C:26]3[C:31](=[CH:32][C:23]([O:22][CH2:21][CH2:20][CH2:19][CH2:18][N:16]([CH2:15][CH2:14][OH:13])[CH3:17])=[CH:24][CH:25]=3)[N:30]=[CH:29][N:28]=2)[CH:38]=1. (5) Given the reactants [C:1](Cl)(=[O:6])[C:2]([CH3:5])([CH3:4])[CH3:3].[Br:8][C:9]1[CH:10]=[CH:11][C:12]([NH2:15])=[N:13][CH:14]=1.CCN(CC)CC.O, predict the reaction product. The product is: [Br:8][C:9]1[CH:10]=[CH:11][C:12]([NH:15][C:1](=[O:6])[C:2]([CH3:5])([CH3:4])[CH3:3])=[N:13][CH:14]=1. (6) Given the reactants C(OC(=O)[CH2:5][O:6][C@H:7]1[CH2:10][C@H:9]([N:11]2[C:16](=[O:17])[C:15]([CH2:18][C:19]3[CH:24]=[CH:23][C:22]([C:25]4[CH:30]=[CH:29][CH:28]=[CH:27][C:26]=4[C:31]#[N:32])=[CH:21][C:20]=3[F:33])=[C:14]([CH2:34][CH2:35][CH3:36])[N:13]3[N:37]=[CH:38][N:39]=[C:12]23)[CH2:8]1)C.C[Mg]Br.Cl, predict the reaction product. The product is: [F:33][C:20]1[CH:21]=[C:22]([C:25]2[C:26]([C:31]#[N:32])=[CH:27][CH:28]=[CH:29][CH:30]=2)[CH:23]=[CH:24][C:19]=1[CH2:18][C:15]1[C:16](=[O:17])[N:11]([C@H:9]2[CH2:10][C@H:7]([O:6][CH2:5][C:7]([OH:6])([CH3:10])[CH3:8])[CH2:8]2)[C:12]2[N:13]([N:37]=[CH:38][N:39]=2)[C:14]=1[CH2:34][CH2:35][CH3:36]. (7) Given the reactants [NH2:1][CH2:2][C:3]1[C:8]([CH3:9])=[N:7][C:6]2[N:10]([CH2:13][CH3:14])[N:11]=[CH:12][C:5]=2[C:4]=1[NH:15][CH:16]1[CH2:21][CH2:20][O:19][CH2:18][CH2:17]1.Cl[CH2:23][CH2:24][CH2:25][C:26](Cl)=[O:27], predict the reaction product. The product is: [CH2:13]([N:10]1[C:6]2=[N:7][C:8]([CH3:9])=[C:3]([CH2:2][N:1]3[CH2:23][CH2:24][CH2:25][C:26]3=[O:27])[C:4]([NH:15][CH:16]3[CH2:17][CH2:18][O:19][CH2:20][CH2:21]3)=[C:5]2[CH:12]=[N:11]1)[CH3:14]. (8) Given the reactants [OH-].[K+].[O:3]1[CH2:8][CH2:7][C:6](=O)[CH2:5][CH2:4]1.[O:10]=[C:11]([CH3:21])[CH2:12]P(=O)(OCC)OCC, predict the reaction product. The product is: [O:3]1[CH2:8][CH2:7][C:6](=[CH:12][C:11]([CH3:21])=[O:10])[CH2:5][CH2:4]1. (9) Given the reactants [Br:1][C:2]1[CH:3]=[C:4]([CH:6]=[CH:7][CH:8]=1)[NH2:5].N1C(C)=CC=CC=1C.[C:17](Cl)(=[O:26])[CH:18]=[CH:19][C:20]1[CH:25]=[CH:24][CH:23]=[CH:22][CH:21]=1, predict the reaction product. The product is: [Br:1][C:2]1[CH:3]=[C:4]([NH:5][C:17](=[O:26])/[CH:18]=[CH:19]/[C:20]2[CH:25]=[CH:24][CH:23]=[CH:22][CH:21]=2)[CH:6]=[CH:7][CH:8]=1.